This data is from NCI-60 drug combinations with 297,098 pairs across 59 cell lines. The task is: Regression. Given two drug SMILES strings and cell line genomic features, predict the synergy score measuring deviation from expected non-interaction effect. (1) Drug 1: C1CCN(CC1)CCOC2=CC=C(C=C2)C(=O)C3=C(SC4=C3C=CC(=C4)O)C5=CC=C(C=C5)O. Drug 2: CC1=C(C=C(C=C1)C(=O)NC2=CC(=CC(=C2)C(F)(F)F)N3C=C(N=C3)C)NC4=NC=CC(=N4)C5=CN=CC=C5. Cell line: SW-620. Synergy scores: CSS=-3.67, Synergy_ZIP=3.32, Synergy_Bliss=1.20, Synergy_Loewe=-6.54, Synergy_HSA=-5.37. (2) Drug 1: CC1=C(C=C(C=C1)NC2=NC=CC(=N2)N(C)C3=CC4=NN(C(=C4C=C3)C)C)S(=O)(=O)N.Cl. Drug 2: C1=C(C(=O)NC(=O)N1)F. Cell line: SNB-75. Synergy scores: CSS=20.6, Synergy_ZIP=-2.73, Synergy_Bliss=-1.92, Synergy_Loewe=-1.09, Synergy_HSA=-0.355. (3) Synergy scores: CSS=15.3, Synergy_ZIP=0.0410, Synergy_Bliss=-0.344, Synergy_Loewe=-8.22, Synergy_HSA=-1.11. Drug 1: CN1CCC(CC1)COC2=C(C=C3C(=C2)N=CN=C3NC4=C(C=C(C=C4)Br)F)OC. Cell line: HCT116. Drug 2: CNC(=O)C1=NC=CC(=C1)OC2=CC=C(C=C2)NC(=O)NC3=CC(=C(C=C3)Cl)C(F)(F)F. (4) Drug 1: CC1CCC2CC(C(=CC=CC=CC(CC(C(=O)C(C(C(=CC(C(=O)CC(OC(=O)C3CCCCN3C(=O)C(=O)C1(O2)O)C(C)CC4CCC(C(C4)OC)OP(=O)(C)C)C)C)O)OC)C)C)C)OC. Drug 2: CN1C=C(C=N1)C2=C3N=C(C(=C(N3N=C2)N)Br)C4CCCNC4. Cell line: OVCAR3. Synergy scores: CSS=48.4, Synergy_ZIP=5.77, Synergy_Bliss=6.61, Synergy_Loewe=8.23, Synergy_HSA=9.60. (5) Drug 1: CN1C(=O)N2C=NC(=C2N=N1)C(=O)N. Drug 2: CC(C)(C#N)C1=CC(=CC(=C1)CN2C=NC=N2)C(C)(C)C#N. Cell line: UO-31. Synergy scores: CSS=2.36, Synergy_ZIP=-0.688, Synergy_Bliss=1.50, Synergy_Loewe=-0.806, Synergy_HSA=-0.720. (6) Drug 1: CC1C(C(=O)NC(C(=O)N2CCCC2C(=O)N(CC(=O)N(C(C(=O)O1)C(C)C)C)C)C(C)C)NC(=O)C3=C4C(=C(C=C3)C)OC5=C(C(=O)C(=C(C5=N4)C(=O)NC6C(OC(=O)C(N(C(=O)CN(C(=O)C7CCCN7C(=O)C(NC6=O)C(C)C)C)C)C(C)C)C)N)C. Drug 2: CNC(=O)C1=NC=CC(=C1)OC2=CC=C(C=C2)NC(=O)NC3=CC(=C(C=C3)Cl)C(F)(F)F. Cell line: NCI-H322M. Synergy scores: CSS=4.58, Synergy_ZIP=-1.77, Synergy_Bliss=-8.10, Synergy_Loewe=-37.5, Synergy_HSA=-10.1.